Dataset: Reaction yield outcomes from USPTO patents with 853,638 reactions. Task: Predict the reaction yield, written as a fraction of the theoretical maximum amount of product (1.0 means a 100% yield; for example, 0.34 means a 34% yield). (1) The product is [N+:9]([N:6]1[CH:7]=[CH:8][C:4]([N+:1]([O-:3])=[O:2])=[N:5]1)([O-:11])=[O:10]. The reactants are [N+:1]([C:4]1[CH:8]=[CH:7][NH:6][N:5]=1)([O-:3])=[O:2].[N+:9]([O-])([OH:11])=[O:10].C(OC(=O)C)(=O)C. The catalyst is C(O)(=O)C. The yield is 0.970. (2) The reactants are Cl[C:2]1[C:7]([CH:8]([CH2:13][CH2:14][CH3:15])[C:9]([O:11][CH3:12])=[O:10])=[C:6]([CH2:16][CH3:17])[N:5]=[C:4]([N:18]2[CH2:23][CH2:22][CH2:21][CH2:20][CH2:19]2)[N:3]=1.B(O)(O)[C:25]1[CH:26]=[CH:27][C:28]([CH3:31])=[CH:29][CH:30]=1.C(N(CC)C(C)C)(C)C. The catalyst is COCCOC.O.C1C=CC([P]([Pd]([P](C2C=CC=CC=2)(C2C=CC=CC=2)C2C=CC=CC=2)([P](C2C=CC=CC=2)(C2C=CC=CC=2)C2C=CC=CC=2)[P](C2C=CC=CC=2)(C2C=CC=CC=2)C2C=CC=CC=2)(C2C=CC=CC=2)C2C=CC=CC=2)=CC=1. The product is [CH2:16]([C:6]1[C:7]([CH:8]([CH2:13][CH2:14][CH3:15])[C:9]([O:11][CH3:12])=[O:10])=[C:2]([C:25]2[CH:26]=[CH:27][C:28]([CH3:31])=[CH:29][CH:30]=2)[N:3]=[C:4]([N:18]2[CH2:19][CH2:20][CH2:21][CH2:22][CH2:23]2)[N:5]=1)[CH3:17]. The yield is 0.350.